Dataset: Full USPTO retrosynthesis dataset with 1.9M reactions from patents (1976-2016). Task: Predict the reactants needed to synthesize the given product. (1) Given the product [CH2:1]([C:5]1[N:10]2[N:11]=[CH:12][N:13]=[C:9]2[N:8]([CH:14]2[CH2:19][CH2:18][CH:17]([OH:20])[CH2:16][CH2:15]2)[C:7](=[O:21])[C:6]=1[CH2:22][C:23]1[CH:28]=[CH:27][C:26]([C:29]2[CH:34]=[CH:33][CH:32]=[CH:31][C:30]=2[C:35]2[NH:39][C:38](=[O:40])[O:37][N:36]=2)=[CH:25][CH:24]=1)[CH2:2][CH2:3][CH3:4], predict the reactants needed to synthesize it. The reactants are: [CH2:1]([C:5]1[N:10]2[N:11]=[CH:12][N:13]=[C:9]2[N:8]([CH:14]2[CH2:19][CH2:18][C:17](=[O:20])[CH2:16][CH2:15]2)[C:7](=[O:21])[C:6]=1[CH2:22][C:23]1[CH:28]=[CH:27][C:26]([C:29]2[CH:34]=[CH:33][CH:32]=[CH:31][C:30]=2[C:35]2[NH:39][C:38](=[O:40])[O:37][N:36]=2)=[CH:25][CH:24]=1)[CH2:2][CH2:3][CH3:4].O1CCCC1.[BH4-].[Na+]. (2) Given the product [Cl:19][C:18]1([Cl:20])[C:22](=[O:23])[CH2:1][C:2]21[CH2:3][CH:4]([CH2:6][NH:7][C:8](=[O:17])[O:9][CH2:10][C:11]1[CH:16]=[CH:15][CH:14]=[CH:13][CH:12]=1)[CH2:5]2, predict the reactants needed to synthesize it. The reactants are: [CH2:1]=[C:2]1[CH2:5][CH:4]([CH2:6][NH:7][C:8](=[O:17])[O:9][CH2:10][C:11]2[CH:16]=[CH:15][CH:14]=[CH:13][CH:12]=2)[CH2:3]1.[C:18]([C:22](Cl)=[O:23])(Cl)([Cl:20])[Cl:19].C(=O)(O)[O-].[Na+]. (3) Given the product [C:1]([O:5][C:6]([N:8]1[CH2:13][CH:12]=[C:11]([B:27]2[O:31][C:30]([CH3:33])([CH3:32])[C:29]([CH3:35])([CH3:34])[O:28]2)[CH2:10][CH2:9]1)=[O:7])([CH3:4])([CH3:3])[CH3:2], predict the reactants needed to synthesize it. The reactants are: [C:1]([O:5][C:6]([N:8]1[CH2:13][CH:12]=[C:11](OS(C(F)(F)F)(=O)=O)[CH2:10][CH2:9]1)=[O:7])([CH3:4])([CH3:3])[CH3:2].C([O-])(=O)C.[Na+].[B:27]1([B:27]2[O:31][C:30]([CH3:33])([CH3:32])[C:29]([CH3:35])([CH3:34])[O:28]2)[O:31][C:30]([CH3:33])([CH3:32])[C:29]([CH3:35])([CH3:34])[O:28]1. (4) Given the product [ClH:25].[ClH:25].[C:19]1([CH:7]([C:1]2[CH:2]=[CH:3][CH:4]=[CH:5][CH:6]=2)[O:8][CH:9]2[CH2:14][CH2:13][N:12]([CH2:15][CH2:16][CH2:17][NH:18][C:26]3[CH:27]=[CH:28][C:29]4[N:30]([C:32]([CH3:43])=[C:33]([C:35]([CH3:42])([CH3:41])[C:36]([O:38][CH2:39][CH3:40])=[O:37])[N:34]=4)[N:31]=3)[CH2:11][CH2:10]2)[CH:24]=[CH:23][CH:22]=[CH:21][CH:20]=1, predict the reactants needed to synthesize it. The reactants are: [C:1]1([CH:7]([C:19]2[CH:24]=[CH:23][CH:22]=[CH:21][CH:20]=2)[O:8][CH:9]2[CH2:14][CH2:13][N:12]([CH2:15][CH2:16][CH2:17][NH2:18])[CH2:11][CH2:10]2)[CH:6]=[CH:5][CH:4]=[CH:3][CH:2]=1.[Cl:25][C:26]1[CH:27]=[CH:28][C:29]2[N:30]([C:32]([CH3:43])=[C:33]([C:35]([CH3:42])([CH3:41])[C:36]([O:38][CH2:39][CH3:40])=[O:37])[N:34]=2)[N:31]=1.C(=O)(O)[O-].[Na+]. (5) Given the product [O:7]1[CH2:4][CH2:14][CH2:13][C@@H:12]1[CH2:11][NH:15][C:2]#[N:1], predict the reactants needed to synthesize it. The reactants are: [N:1]#[C:2]Br.[C:4]([O-:7])([O-])=O.[Na+].[Na+].O1[CH2:14][CH2:13][CH2:12][C@@H:11]1[NH:15]C. (6) Given the product [Cl:1][C:2]1[CH:3]=[CH:4][CH:5]=[C:6]2[C:11]=1[N:10]=[CH:9][C:8]([CH:12]([NH2:14])[CH3:13])=[C:7]2[C:21]1[CH:26]=[CH:25][CH:24]=[CH:23][N:22]=1, predict the reactants needed to synthesize it. The reactants are: [Cl:1][C:2]1[CH:3]=[CH:4][CH:5]=[C:6]2[C:11]=1[N:10]=[CH:9][C:8]([CH:12]([NH:14]S(C(C)(C)C)=O)[CH3:13])=[C:7]2[C:21]1[CH:26]=[CH:25][CH:24]=[CH:23][N:22]=1.Cl.[OH-].[Na+].C([O-])(O)=O.[Na+]. (7) Given the product [ClH:16].[Cl:16][C:13]1[CH:14]=[CH:15][C:10]([C@@H:9]2[O:8][CH2:7][CH2:6][NH:5][CH2:4][C@H:3]2[CH2:2][N:1]2[CH2:26][CH2:27][CH2:28][C:29]2=[O:30])=[CH:11][C:12]=1[F:17], predict the reactants needed to synthesize it. The reactants are: [NH2:1][CH2:2][C@H:3]1[C@H:9]([C:10]2[CH:15]=[CH:14][C:13]([Cl:16])=[C:12]([F:17])[CH:11]=2)[O:8][CH2:7][CH2:6][N:5](C(OC(C)(C)C)=O)[CH2:4]1.Cl[CH2:26][CH2:27][CH2:28][C:29](Cl)=[O:30].